From a dataset of Forward reaction prediction with 1.9M reactions from USPTO patents (1976-2016). Predict the product of the given reaction. (1) The product is: [F:1][C:2]1[CH:7]=[CH:6][C:5]([NH:8][C:13]2[CH:20]=[CH:19][C:18]([CH3:21])=[CH:17][C:14]=2[C:15]#[N:16])=[C:4]([N+:9]([O-:11])=[O:10])[CH:3]=1. Given the reactants [F:1][C:2]1[CH:7]=[CH:6][C:5]([NH2:8])=[C:4]([N+:9]([O-:11])=[O:10])[CH:3]=1.F[C:13]1[CH:20]=[CH:19][C:18]([CH3:21])=[CH:17][C:14]=1[C:15]#[N:16].O.[OH-].[Li+].C(OCC)(=O)C, predict the reaction product. (2) Given the reactants Cl[C:2]([O:4][CH2:5][CH3:6])=[O:3].[OH:7][C:8]1[CH:13]=[CH:12][C:11]([C:14]2[CH:19]=[CH:18][CH:17]=[CH:16][CH:15]=2)=[CH:10][C:9]=1[CH2:20][CH2:21][CH3:22].C(N(CC)CC)C, predict the reaction product. The product is: [C:2](=[O:3])([O:4][CH2:5][CH3:6])[O:7][C:8]1[CH:13]=[CH:12][C:11]([C:14]2[CH:19]=[CH:18][CH:17]=[CH:16][CH:15]=2)=[CH:10][C:9]=1[CH2:20][CH2:21][CH3:22]. (3) Given the reactants [CH3:1][C:2]([O-:5])(C)C.[K+].[CH2:7]1[C@@H:11]([OH:12])[CH2:10][NH:9][CH2:8]1.[C:13]([O:17][C:18]([N:20]1[CH2:25][CH2:24][CH:23]([C:26]2[C:35]3[C:30](=[CH:31][C:32](F)=[CH:33][CH:34]=3)[N:29]=[CH:28][N:27]=2)[CH2:22][CH2:21]1)=[O:19])([CH3:16])([CH3:15])[CH3:14], predict the reaction product. The product is: [C:13]([O:17][C:18]([N:20]1[CH2:25][CH2:24][CH:23]([C:26]2[C:35]3[C:30](=[CH:31][C:32]([O:12][C@@H:11]4[CH2:7][CH2:8][N:9]([C:2](=[O:5])[CH3:1])[CH2:10]4)=[CH:33][CH:34]=3)[N:29]=[CH:28][N:27]=2)[CH2:22][CH2:21]1)=[O:19])([CH3:16])([CH3:15])[CH3:14]. (4) Given the reactants [CH:1]([C:4]1[Se:5][C:6]([C:9]2[CH:14]=[CH:13][C:12]([CH:15]3[CH2:20][CH2:19][CH:18]([CH2:21][CH2:22][CH3:23])[CH2:17][CH2:16]3)=[CH:11][CH:10]=2)=[CH:7][CH:8]=1)=[CH:2][CH3:3], predict the reaction product. The product is: [CH2:1]([C:4]1[Se:5][C:6]([C:9]2[CH:10]=[CH:11][C:12]([CH:15]3[CH2:16][CH2:17][CH:18]([CH2:21][CH2:22][CH3:23])[CH2:19][CH2:20]3)=[CH:13][CH:14]=2)=[CH:7][CH:8]=1)[CH2:2][CH3:3]. (5) Given the reactants Br[C:2]1[C:25](=[O:26])[O:24][C:5]2[C:6]3[CH2:23][C:22]4[CH:21]=[CH:20][CH:19]=[CH:18][C:17]=4[C:7]=3[N:8]([C:11]3[CH:16]=[CH:15][CH:14]=[CH:13][CH:12]=3)[C:9](=[O:10])[C:4]=2[C:3]=1[OH:27].[C:28]1([SH:34])[CH:33]=[CH:32][CH:31]=[CH:30][CH:29]=1.C(=O)([O-])[O-].[K+].[K+], predict the reaction product. The product is: [OH:27][C:3]1[C:4]2[C:9](=[O:10])[N:8]([C:11]3[CH:16]=[CH:15][CH:14]=[CH:13][CH:12]=3)[C:7]3[C:17]4[CH:18]=[CH:19][CH:20]=[CH:21][C:22]=4[CH2:23][C:6]=3[C:5]=2[O:24][C:25](=[O:26])[C:2]=1[S:34][C:28]1[CH:33]=[CH:32][CH:31]=[CH:30][CH:29]=1. (6) Given the reactants [F:1][CH:2]([F:11])[O:3][C:4]1[CH:5]=[C:6]([CH:8]=[CH:9][CH:10]=1)[NH2:7].F[C:13]1[C:18]([C:19]2[N:24]=[C:23]([CH3:25])[N:22]=[C:21]([N:26]([CH2:36][C:37]3[CH:42]=[CH:41][C:40]([O:43][CH3:44])=[CH:39][CH:38]=3)[CH2:27][C:28]3[CH:33]=[CH:32][C:31]([O:34][CH3:35])=[CH:30][CH:29]=3)[N:20]=2)=[CH:17][CH:16]=[CH:15][N:14]=1.[Li+].C[Si]([N-][Si](C)(C)C)(C)C, predict the reaction product. The product is: [F:1][CH:2]([F:11])[O:3][C:4]1[CH:5]=[C:6]([NH:7][C:13]2[C:18]([C:19]3[N:24]=[C:23]([CH3:25])[N:22]=[C:21]([N:26]([CH2:27][C:28]4[CH:29]=[CH:30][C:31]([O:34][CH3:35])=[CH:32][CH:33]=4)[CH2:36][C:37]4[CH:38]=[CH:39][C:40]([O:43][CH3:44])=[CH:41][CH:42]=4)[N:20]=3)=[CH:17][CH:16]=[CH:15][N:14]=2)[CH:8]=[CH:9][CH:10]=1. (7) Given the reactants [C:1]1([CH2:7][C:8]([C:10]2[CH:11]=[C:12]3[C:17](=[CH:18][CH:19]=2)[NH:16][C:15](=[O:20])[C:14]([C:21]2[S:22][CH:23]=[CH:24][CH:25]=2)=[N:13]3)=O)[CH:6]=[CH:5][CH:4]=[CH:3][CH:2]=1, predict the reaction product. The product is: [CH2:8]([C:10]1[CH:11]=[C:12]2[C:17](=[CH:18][CH:19]=1)[NH:16][C:15](=[O:20])[C:14]([C:21]1[S:22][CH:23]=[CH:24][CH:25]=1)=[N:13]2)[CH2:7][C:1]1[CH:2]=[CH:3][CH:4]=[CH:5][CH:6]=1.